This data is from Full USPTO retrosynthesis dataset with 1.9M reactions from patents (1976-2016). The task is: Predict the reactants needed to synthesize the given product. (1) The reactants are: [F:1][C:2]1[C:7]([F:8])=[CH:6][CH:5]=[CH:4][C:3]=1[C@@:9]1([NH:20][C:21]([NH:23][C:24](=[O:31])[C:25]2[CH:30]=[CH:29][CH:28]=[CH:27][CH:26]=2)=[S:22])[C@H:13]([CH2:14]O)[C@@H:12]([C:16]([F:19])([F:18])[F:17])[O:11][CH2:10]1.FC(F)(F)S(OS(C(F)(F)F)(=O)=O)(=O)=O. Given the product [F:1][C:2]1[C:7]([F:8])=[CH:6][CH:5]=[CH:4][C:3]=1[C@:9]12[CH2:10][O:11][C@H:12]([C:16]([F:18])([F:17])[F:19])[C@H:13]1[CH2:14][S:22][C:21]([NH:23][C:24](=[O:31])[C:25]1[CH:30]=[CH:29][CH:28]=[CH:27][CH:26]=1)=[N:20]2, predict the reactants needed to synthesize it. (2) Given the product [CH3:44][S:45]([NH:48][C:27]([C:26]1[CH:30]=[CH:31][C:23]([C:20]2[N:21]=[CH:22][C:17]([NH:16][C:14]([N:11]3[CH2:10][CH2:9][C:8](=[CH:7][C:2]4[CH:3]=[CH:4][CH:5]=[CH:6][N:1]=4)[CH2:13][CH2:12]3)=[O:15])=[CH:18][CH:19]=2)=[CH:24][CH:25]=1)=[O:28])(=[O:47])=[O:46], predict the reactants needed to synthesize it. The reactants are: [N:1]1[CH:6]=[CH:5][CH:4]=[CH:3][C:2]=1[CH:7]=[C:8]1[CH2:13][CH2:12][N:11]([C:14]([NH:16][C:17]2[CH:18]=[CH:19][C:20]([C:23]3[CH:31]=[CH:30][C:26]([C:27](O)=[O:28])=[CH:25][CH:24]=3)=[N:21][CH:22]=2)=[O:15])[CH2:10][CH2:9]1.C1N=CN(C(N2C=NC=C2)=O)C=1.[CH3:44][S:45]([NH2:48])(=[O:47])=[O:46].C1(C2CCCCCCCCCC=2)CCCCCCCCNN=1. (3) Given the product [Cl:11][C:12]1[CH:13]=[C:14](/[CH:15]=[C:6](/[C:5]2[CH:9]=[CH:10][C:2]([Cl:1])=[CH:3][CH:4]=2)\[C:7]#[N:8])[CH:17]=[CH:18][CH:19]=1, predict the reactants needed to synthesize it. The reactants are: [Cl:1][C:2]1[CH:10]=[CH:9][C:5]([CH2:6][C:7]#[N:8])=[CH:4][CH:3]=1.[Cl:11][C:12]1[CH:13]=[C:14]([CH:17]=[CH:18][CH:19]=1)[CH:15]=O.[OH-].[Na+].